Dataset: Forward reaction prediction with 1.9M reactions from USPTO patents (1976-2016). Task: Predict the product of the given reaction. Given the reactants [Cl:1][C:2]1[CH:30]=[N:29][C:5]2[N:6]([S:20]([C:23]3[CH:28]=[CH:27][CH:26]=[CH:25][CH:24]=3)(=[O:22])=[O:21])[C:7]3[C:12]([C:4]=2[CH:3]=1)=[CH:11][C:10]([C:13]1[CH:18]=[CH:17][C:16]([OH:19])=[CH:15][CH:14]=1)=[CH:9][CH:8]=3.C1(P(C2C=CC=CC=2)C2C=CC=CC=2)C=CC=CC=1.[CH3:50][N:51]1[CH2:56][CH2:55][N:54]([CH2:57][CH2:58]O)[CH2:53][CH2:52]1.CC(OC(/N=N/C(OC(C)C)=O)=O)C, predict the reaction product. The product is: [Cl:1][C:2]1[CH:30]=[N:29][C:5]2[N:6]([S:20]([C:23]3[CH:28]=[CH:27][CH:26]=[CH:25][CH:24]=3)(=[O:22])=[O:21])[C:7]3[C:12]([C:4]=2[CH:3]=1)=[CH:11][C:10]([C:13]1[CH:18]=[CH:17][C:16]([O:19][CH2:58][CH2:57][N:54]2[CH2:55][CH2:56][N:51]([CH3:50])[CH2:52][CH2:53]2)=[CH:15][CH:14]=1)=[CH:9][CH:8]=3.